Dataset: Catalyst prediction with 721,799 reactions and 888 catalyst types from USPTO. Task: Predict which catalyst facilitates the given reaction. (1) The catalyst class is: 7. Reactant: [Cl:1][C:2]1[CH:3]=[C:4]2[C:10](I)=[CH:9][N:8]([Si:12]([CH:19]([CH3:21])[CH3:20])([CH:16]([CH3:18])[CH3:17])[CH:13]([CH3:15])[CH3:14])[C:5]2=[N:6][CH:7]=1.C([Mg]Cl)(C)C.[F:27][C:28]1[CH:51]=[CH:50][C:31]([CH2:32][NH:33][C:34]2[CH:35]=[C:36]([CH:48]=[O:49])[N:37]([CH2:39][C:40]3[CH:45]=[CH:44][C:43]([O:46][CH3:47])=[CH:42][CH:41]=3)[N:38]=2)=[CH:30][CH:29]=1. Product: [Cl:1][C:2]1[CH:3]=[C:4]2[C:10]([CH:48]([C:36]3[N:37]([CH2:39][C:40]4[CH:41]=[CH:42][C:43]([O:46][CH3:47])=[CH:44][CH:45]=4)[N:38]=[C:34]([NH:33][CH2:32][C:31]4[CH:30]=[CH:29][C:28]([F:27])=[CH:51][CH:50]=4)[CH:35]=3)[OH:49])=[CH:9][N:8]([Si:12]([CH:19]([CH3:21])[CH3:20])([CH:16]([CH3:18])[CH3:17])[CH:13]([CH3:15])[CH3:14])[C:5]2=[N:6][CH:7]=1. (2) Reactant: [Li+].CC([N-]C(C)C)C.[C:9]([N:16]1[CH2:23][CH2:22][CH2:21][C@H:17]1[C:18]([OH:20])=[O:19])([O:11][C:12]([CH3:15])([CH3:14])[CH3:13])=[O:10].[CH2:35](C(OC(Cl)[CH2:35][C:36]1[CH:41]=[CH:40][CH:39]=[CH:38][CH:37]=1)Cl)[C:36]1[CH:41]=[CH:40][CH:39]=[CH:38][CH:37]=1.C1C[O:46][CH2:45]C1.CCCCCCC. Product: [C:12]([O:11][C:9]([N:16]1[CH2:23][CH2:22][CH2:21][C:17]1([CH2:45][O:46][CH2:35][C:36]1[CH:37]=[CH:38][CH:39]=[CH:40][CH:41]=1)[C:18]([OH:20])=[O:19])=[O:10])([CH3:15])([CH3:14])[CH3:13]. The catalyst class is: 1. (3) Reactant: [F:1][C:2]1[CH:7]=[C:6]([CH3:8])[CH:5]=[CH:4][C:3]=1[OH:9].[N+:10]([O-])([OH:12])=[O:11]. Product: [F:1][C:2]1[CH:7]=[C:6]([CH3:8])[CH:5]=[C:4]([N+:10]([O-:12])=[O:11])[C:3]=1[OH:9]. The catalyst class is: 4. (4) Reactant: [N+:1]([C:4]1[CH:9]=[CH:8][CH:7]=[CH:6][C:5]=1[CH2:10][C:11](=[O:15])[C:12]([OH:14])=O)([O-:3])=[O:2].CN(C(ON1N=NC2C=CC=NC1=2)=[N+](C)C)C.F[P-](F)(F)(F)(F)F.CCC(NCC)CC1C=CC=CC=1.[NH2:53][C:54]12[C:72](=[O:73])[C:71]3[C:66](=[C:67]([N+:74]([O-:76])=[O:75])[CH:68]=[CH:69][CH:70]=3)[C:55]1([OH:77])[O:56][C:57]1[CH:62]=[C:61]([CH:63]([CH3:65])[CH3:64])[CH:60]=[CH:59][C:58]=12. Product: [OH:77][C:55]12[C:66]3[C:71](=[CH:70][CH:69]=[CH:68][C:67]=3[N+:74]([O-:76])=[O:75])[C:72](=[O:73])[C:54]1([NH:53][C:12](=[O:14])[C:11](=[O:15])[CH2:10][C:5]1[CH:6]=[CH:7][CH:8]=[CH:9][C:4]=1[N+:1]([O-:3])=[O:2])[C:58]1[CH:59]=[CH:60][C:61]([CH:63]([CH3:65])[CH3:64])=[CH:62][C:57]=1[O:56]2. The catalyst class is: 2. (5) Reactant: [CH3:1][O:2][C:3](=[O:24])[C:4]1[CH:9]=[C:8]([C:10](=[O:12])[CH3:11])[C:7]([NH2:13])=[C:6]([F:14])[C:5]=1[NH:15][C:16]1[CH:21]=[CH:20][C:19]([Br:22])=[CH:18][C:17]=1[F:23].OS(O)(=O)=O.[N:30]([O-])=O.[Na+]. The catalyst class is: 249. Product: [CH3:1][O:2][C:3]([C:4]1[CH:9]=[C:8]2[C:7](=[C:6]([F:14])[C:5]=1[NH:15][C:16]1[CH:21]=[CH:20][C:19]([Br:22])=[CH:18][C:17]=1[F:23])[N:13]=[N:30][CH:11]=[C:10]2[OH:12])=[O:24]. (6) Reactant: [CH2:1]([C@H:8]1[CH2:12][O:11][C:10](=[O:13])[N:9]1[C:14](=[O:29])[CH2:15][C@@H:16]([C:22]1[CH:27]=[CH:26][C:25]([OH:28])=[CH:24][CH:23]=1)[C:17]1[CH:21]=[CH:20][O:19][N:18]=1)[C:2]1[CH:7]=[CH:6][CH:5]=[CH:4][CH:3]=1.[Br:30][CH2:31][CH2:32]Br.C(=O)([O-])[O-].[K+].[K+]. Product: [CH2:1]([C@H:8]1[CH2:12][O:11][C:10](=[O:13])[N:9]1[C:14](=[O:29])[CH2:15][C@@H:16]([C:22]1[CH:27]=[CH:26][C:25]([O:28][CH2:32][CH2:31][Br:30])=[CH:24][CH:23]=1)[C:17]1[CH:21]=[CH:20][O:19][N:18]=1)[C:2]1[CH:7]=[CH:6][CH:5]=[CH:4][CH:3]=1. The catalyst class is: 568.